This data is from Reaction yield outcomes from USPTO patents with 853,638 reactions. The task is: Predict the reaction yield, written as a fraction of the theoretical maximum amount of product (1.0 means a 100% yield; for example, 0.34 means a 34% yield). (1) The reactants are [CH2:1]([O:3][C:4]([C:6]1[CH:7]=[N:8][C:9]2[C:14]([C:15]=1Cl)=[C:13]([Cl:17])[CH:12]=[C:11]([Cl:18])[C:10]=2[O:19][CH3:20])=[O:5])[CH3:2].C(O)(=O)C.C(OCC)(=O)C. The catalyst is O1CCOCC1.[Zn]. The product is [CH2:1]([O:3][C:4]([C:6]1[CH:7]=[N:8][C:9]2[C:14]([CH:15]=1)=[C:13]([Cl:17])[CH:12]=[C:11]([Cl:18])[C:10]=2[O:19][CH3:20])=[O:5])[CH3:2]. The yield is 0.390. (2) The reactants are [CH3:1][O:2][C:3]1[CH:8]=[CH:7][C:6]([CH2:9]O)=[CH:5][CH:4]=1.C1(P(C2C=CC=CC=2)C2C=CC=CC=2)C=CC=CC=1.[CH2:30]([O:34][C:35]([NH:37][S:38]([NH:41][CH2:42][C:43]([O:45][CH2:46][CH3:47])=[O:44])(=[O:40])=[O:39])=[O:36])[CH2:31][CH2:32][CH3:33].CC(OC(/N=N/C(OC(C)C)=O)=O)C. The catalyst is C1COCC1. The product is [CH2:30]([O:34][C:35]([N:37]([CH2:9][C:6]1[CH:5]=[CH:4][C:3]([O:2][CH3:1])=[CH:8][CH:7]=1)[S:38]([NH:41][CH2:42][C:43]([O:45][CH2:46][CH3:47])=[O:44])(=[O:39])=[O:40])=[O:36])[CH2:31][CH2:32][CH3:33]. The yield is 0.690. (3) The reactants are [CH2:1]([O:8][C@@H:9]1[C@@H:14]([O:15][CH2:16][C:17]2[CH:22]=[CH:21][CH:20]=[CH:19][CH:18]=2)[C@@H:13]([OH:23])[C@@H:12]([CH2:24][O:25][CH2:26][C:27]2[CH:32]=[CH:31][CH:30]=[CH:29][CH:28]=2)[O:11][C@H:10]1[N:33]=[N+]=[N-])[C:2]1[CH:7]=[CH:6][CH:5]=[CH:4][CH:3]=1.C(S)CCS.C(N(CC)CC)C. The catalyst is CO. The product is [CH2:1]([O:8][C@@H:9]1[C@@H:14]([O:15][CH2:16][C:17]2[CH:22]=[CH:21][CH:20]=[CH:19][CH:18]=2)[C@@H:13]([OH:23])[C@@H:12]([CH2:24][O:25][CH2:26][C:27]2[CH:28]=[CH:29][CH:30]=[CH:31][CH:32]=2)[O:11][C@H:10]1[NH2:33])[C:2]1[CH:7]=[CH:6][CH:5]=[CH:4][CH:3]=1. The yield is 0.940. (4) The reactants are [CH2:1]([NH:3][C:4]([N:6]1[CH2:11][CH2:10][CH:9]([CH2:12][CH2:13][OH:14])[CH2:8][CH2:7]1)=S)[CH3:2].[N-:15]=[N+:16]=[N-:17].[Na+].CCN(CC)CC. The catalyst is CN(C=O)C.Cl[Hg]Cl. The product is [CH2:1]([N:3]1[C:4]([N:6]2[CH2:11][CH2:10][CH:9]([CH2:12][CH2:13][OH:14])[CH2:8][CH2:7]2)=[N:17][N:16]=[N:15]1)[CH3:2]. The yield is 0.410.